This data is from Forward reaction prediction with 1.9M reactions from USPTO patents (1976-2016). The task is: Predict the product of the given reaction. (1) Given the reactants [CH:1]([NH:4][C:5]([N:7]1[CH2:12][C:11](=[O:13])[N:10]2[CH:14]([C:17]3[CH:22]=[CH:21][CH:20]=[CH:19][CH:18]=3)[CH2:15][CH2:16][CH:9]2[CH2:8]1)=[O:6])([CH3:3])[CH3:2].C[Si]([N-][Si](C)(C)C)(C)C.[Li+].C1COCC1.[C:38](OCC)(=[O:44])[C:39](OCC)=[O:40], predict the reaction product. The product is: [OH:44][C:38]1[C:39](=[O:40])[N:4]([CH:1]([CH3:3])[CH3:2])[C:5](=[O:6])[N:7]2[CH2:8][C@@H:9]3[CH2:16][CH2:15][C@H:14]([C:17]4[CH:22]=[CH:21][CH:20]=[CH:19][CH:18]=4)[N:10]3[C:11](=[O:13])[C:12]=12. (2) Given the reactants [NH2:1][C:2]1[CH:7]=[CH:6][C:5]([C:8]([C:23]2[CH:28]=[CH:27][C:26]([NH2:29])=[CH:25][CH:24]=2)([C:16]2[CH:21]=[CH:20][C:19]([NH2:22])=[CH:18][CH:17]=2)[C:9]2[CH:14]=[CH:13][C:12]([NH2:15])=[CH:11][CH:10]=2)=[CH:4][CH:3]=1.[N:30]1[C:37](Cl)=[N:36][C:34]([Cl:35])=[N:33][C:31]=1[Cl:32].C([O-])([O-])=O.[Na+].[Na+].O, predict the reaction product. The product is: [Cl:35][C:34]1[N:33]=[C:31]([Cl:32])[N:30]=[C:37]([NH:1][C:2]2[CH:3]=[CH:4][C:5]([C:8]([C:16]3[CH:21]=[CH:20][C:19]([NH:22][C:37]4[N:36]=[C:34]([Cl:35])[N:33]=[C:31]([Cl:32])[N:30]=4)=[CH:18][CH:17]=3)([C:23]3[CH:28]=[CH:27][C:26]([NH:29][C:37]4[N:36]=[C:34]([Cl:35])[N:33]=[C:31]([Cl:32])[N:30]=4)=[CH:25][CH:24]=3)[C:9]3[CH:10]=[CH:11][C:12]([NH:15][C:37]4[N:36]=[C:34]([Cl:35])[N:33]=[C:31]([Cl:32])[N:30]=4)=[CH:13][CH:14]=3)=[CH:6][CH:7]=2)[N:36]=1. (3) Given the reactants [Cl:1][C:2]1[C:3]([NH:15][C:16]([C:18]2[C:22]3[CH:23]=[CH:24][CH:25]=[CH:26][C:21]=3[S:20][N:19]=2)=[O:17])=[CH:4][C:5]([F:14])=[C:6]([CH2:8][C:9]([O:11]CC)=[O:10])[CH:7]=1.[OH-].[Na+], predict the reaction product. The product is: [Cl:1][C:2]1[C:3]([NH:15][C:16]([C:18]2[C:22]3[CH:23]=[CH:24][CH:25]=[CH:26][C:21]=3[S:20][N:19]=2)=[O:17])=[CH:4][C:5]([F:14])=[C:6]([CH2:8][C:9]([OH:11])=[O:10])[CH:7]=1. (4) Given the reactants [F:1][C:2]1[CH:7]=[CH:6][C:5]([C:8]2[N:12]=[N:11][N:10]([CH3:13])[C:9]=2[CH:14]=O)=[CH:4][CH:3]=1.[C:16](=O)([O-])[O-].[K+].[K+].COP(C(=[N+]=[N-])C(=O)C)(=O)OC.C(=O)([O-])[O-].[Na+].[Na+], predict the reaction product. The product is: [C:14]([C:9]1[N:10]([CH3:13])[N:11]=[N:12][C:8]=1[C:5]1[CH:6]=[CH:7][C:2]([F:1])=[CH:3][CH:4]=1)#[CH:16]. (5) Given the reactants [F:1][C:2]1[CH:7]=[C:6]([C:8](=O)[CH2:9][CH:10]([C:17]2[CH:22]=[CH:21][CH:20]=[CH:19][CH:18]=2)[C:11]2[CH:16]=[CH:15][CH:14]=[CH:13][CH:12]=2)[CH:5]=[C:4]([CH3:24])[N:3]=1.Cl.[NH2:26][OH:27].C([O-])(O)=O.[Na+], predict the reaction product. The product is: [F:1][C:2]1[CH:7]=[C:6](/[C:8](=[N:26]/[OH:27])/[CH2:9][CH:10]([C:17]2[CH:22]=[CH:21][CH:20]=[CH:19][CH:18]=2)[C:11]2[CH:16]=[CH:15][CH:14]=[CH:13][CH:12]=2)[CH:5]=[C:4]([CH3:24])[N:3]=1.